From a dataset of Catalyst prediction with 721,799 reactions and 888 catalyst types from USPTO. Predict which catalyst facilitates the given reaction. Reactant: CC1(C)C(C)(C)OB([C:9]2[CH:21]=[CH:20][C:12]3[N:13]=[C:14]([NH:16][C:17](=[O:19])[CH3:18])[S:15][C:11]=3[CH:10]=2)O1.C(=O)([O-])[O-].[Cs+].[Cs+].Br[C:30]1[CH:31]=[C:32]([NH:37][S:38]([N:41]2[CH2:46][CH2:45][CH2:44][CH2:43][CH2:42]2)(=[O:40])=[O:39])[C:33]([Cl:36])=[N:34][CH:35]=1.O. Product: [Cl:36][C:33]1[N:34]=[CH:35][C:30]([C:9]2[CH:21]=[CH:20][C:12]3[N:13]=[C:14]([NH:16][C:17](=[O:19])[CH3:18])[S:15][C:11]=3[CH:10]=2)=[CH:31][C:32]=1[NH:37][S:38]([N:41]1[CH2:46][CH2:45][CH2:44][CH2:43][CH2:42]1)(=[O:40])=[O:39]. The catalyst class is: 1.